Dataset: Acute oral toxicity (LD50) regression data from Zhu et al.. Task: Regression/Classification. Given a drug SMILES string, predict its toxicity properties. Task type varies by dataset: regression for continuous values (e.g., LD50, hERG inhibition percentage) or binary classification for toxic/non-toxic outcomes (e.g., AMES mutagenicity, cardiotoxicity, hepatotoxicity). Dataset: ld50_zhu. (1) The compound is O=C(O)Cc1ccccc1Nc1c(Cl)cc(O)cc1Cl. The rat oral LD50 is 3.22, given as -log10 of the dose in mol/kg body weight (higher means more acutely toxic). (2) The compound is COP(=S)(Cl)OC. The rat oral LD50 is 2.47, given as -log10 of the dose in mol/kg body weight (higher means more acutely toxic). (3) The rat oral LD50 is 3.20, given as -log10 of the dose in mol/kg body weight (higher means more acutely toxic). The drug is CCCCCCc1ccc(C(CBr)OCC(CC)CCCC)cc1. (4) The compound is CC(=O)N(C)C(=O)Oc1cccc(C(C)(C)C)c1. The rat oral LD50 is 2.40, given as -log10 of the dose in mol/kg body weight (higher means more acutely toxic). (5) The drug is O=C(O)CSc1nc(-c2ccccc2)ns1. The rat oral LD50 is 2.70, given as -log10 of the dose in mol/kg body weight (higher means more acutely toxic). (6) The drug is CC(=O)NNc1ccc(N)cc1. The rat oral LD50 is 4.22, given as -log10 of the dose in mol/kg body weight (higher means more acutely toxic).